From a dataset of Full USPTO retrosynthesis dataset with 1.9M reactions from patents (1976-2016). Predict the reactants needed to synthesize the given product. (1) Given the product [C:20]([N:16]1[C:14]2[N:15]=[C:10]([C@H:8]([NH2:7])[CH3:9])[N:11]([C:24]3[CH:29]=[CH:28][C:27]([O:30][CH2:31][CH3:32])=[CH:26][CH:25]=3)[C:12](=[O:23])[C:13]=2[CH2:19][CH2:18][CH2:17]1)(=[O:22])[CH3:21], predict the reactants needed to synthesize it. The reactants are: C(OC(=O)[NH:7][C@@H:8]([C:10]1[N:11]([C:24]2[CH:29]=[CH:28][C:27]([O:30][CH2:31][CH3:32])=[CH:26][CH:25]=2)[C:12](=[O:23])[C:13]2[CH2:19][CH2:18][CH2:17][N:16]([C:20](=[O:22])[CH3:21])[C:14]=2[N:15]=1)[CH3:9])(C)(C)C.ClCCl. (2) Given the product [NH2:52][C:53]1([C:58]([N:21]2[CH2:22][CH2:23][CH:18]([N:4]([CH:1]3[CH2:3][CH2:2]3)[S:5]([C:8]3[CH:13]=[CH:12][CH:11]=[C:10]([C:14]([F:17])([F:15])[F:16])[CH:9]=3)(=[O:6])=[O:7])[CH2:19][CH2:20]2)=[O:59])[CH2:57][CH2:56][CH2:55][CH2:54]1, predict the reactants needed to synthesize it. The reactants are: [CH:1]1([N:4]([CH:18]2[CH2:23][CH2:22][NH:21][CH2:20][CH2:19]2)[S:5]([C:8]2[CH:13]=[CH:12][CH:11]=[C:10]([C:14]([F:17])([F:16])[F:15])[CH:9]=2)(=[O:7])=[O:6])[CH2:3][CH2:2]1.C1C=CC2N(O)N=NC=2C=1.CCN=C=NCCCN(C)C.C(OC([NH:52][C:53]1([C:58](O)=[O:59])[CH2:57][CH2:56][CH2:55][CH2:54]1)=O)(C)(C)C. (3) Given the product [Cl:12][C:8]1[CH:7]=[C:3]2[C:2](=[CH:10][C:9]=1[Cl:11])[NH:1][C:14](=[O:15])[NH:13][C:4]2=[O:5], predict the reactants needed to synthesize it. The reactants are: [NH2:1][C:2]1[CH:10]=[C:9]([Cl:11])[C:8]([Cl:12])=[CH:7][C:3]=1[C:4](O)=[O:5].[NH2:13][C:14](N)=[O:15].[OH-].[Na+].Cl. (4) Given the product [CH3:54][NH:53][C:51]([C:48]1[CH:49]=[CH:50][C:45]([C:43](=[O:44])[CH2:42][C@@H:5]2[C@@H:4]([C@H:2]([O:1][Si:58]([CH3:61])([CH3:60])[CH3:59])[CH3:3])[C:7](=[O:8])[N:6]2[C:9](=[P:23]([C:36]2[CH:37]=[CH:38][CH:39]=[CH:40][CH:41]=2)([C:24]2[CH:29]=[CH:28][CH:27]=[CH:26][CH:25]=2)[C:30]2[CH:35]=[CH:34][CH:33]=[CH:32][CH:31]=2)[C:10]([O:12][CH2:13][C:14]2[CH:15]=[CH:16][C:17]([N+:20]([O-:22])=[O:21])=[CH:18][CH:19]=2)=[O:11])=[CH:46][CH:47]=1)=[O:52], predict the reactants needed to synthesize it. The reactants are: [OH:1][C@@H:2]([C@H:4]1[C:7](=[O:8])[N:6]([C:9](=[P:23]([C:36]2[CH:41]=[CH:40][CH:39]=[CH:38][CH:37]=2)([C:30]2[CH:35]=[CH:34][CH:33]=[CH:32][CH:31]=2)[C:24]2[CH:29]=[CH:28][CH:27]=[CH:26][CH:25]=2)[C:10]([O:12][CH2:13][C:14]2[CH:19]=[CH:18][C:17]([N+:20]([O-:22])=[O:21])=[CH:16][CH:15]=2)=[O:11])[C@@H:5]1[CH2:42][C:43]([C:45]1[CH:50]=[CH:49][C:48]([C:51]([NH:53][CH3:54])=[O:52])=[CH:47][CH:46]=1)=[O:44])[CH3:3].C/C(/O[Si:58]([CH3:61])([CH3:60])[CH3:59])=N\[Si:58]([CH3:61])([CH3:60])[CH3:59].C(C1C(O)=C(C(C)(C)C)C=C(C)C=1)(C)(C)C.